Predict the product of the given reaction. From a dataset of Forward reaction prediction with 1.9M reactions from USPTO patents (1976-2016). (1) Given the reactants B(Br)(Br)Br.[C:5]([C:8]1[C:20]([O:21]C)=[CH:19][C:18]2[N:17]([CH2:23][CH2:24][CH2:25][N:26]([CH3:28])[CH3:27])[C:16]3[CH:15]=[CH:14][C:13]4[C:29](=[O:32])[CH2:30][CH2:31][C:12]=4[C:11]=3[C:10]=2[CH:9]=1)(=[O:7])[CH3:6].C(Cl)Cl.CO.Cl, predict the reaction product. The product is: [C:5]([C:8]1[C:20]([OH:21])=[CH:19][C:18]2[N:17]([CH2:23][CH2:24][CH2:25][N:26]([CH3:27])[CH3:28])[C:16]3[CH:15]=[CH:14][C:13]4[C:29](=[O:32])[CH2:30][CH2:31][C:12]=4[C:11]=3[C:10]=2[CH:9]=1)(=[O:7])[CH3:6]. (2) Given the reactants C1(P(C2C=CC=CC=2)C2C=CC=CC=2)C=CC=CC=1.[OH:20][C:21]1[C:22]([CH2:34][CH:35]=[C:36]([CH3:39])[CH2:37]O)=[C:23]([O:32][CH3:33])[C:24]([CH3:31])=[C:25]2[C:29]=1[C:28](=[O:30])[O:27][CH2:26]2.C(Br)(Br)(Br)[Br:41], predict the reaction product. The product is: [Br:41][CH2:37][C:36]([CH3:39])=[CH:35][CH2:34][C:22]1[C:21]([OH:20])=[C:29]2[C:25]([CH2:26][O:27][C:28]2=[O:30])=[C:24]([CH3:31])[C:23]=1[O:32][CH3:33]. (3) The product is: [CH3:1][CH:2]1[CH2:7][CH2:6][N:5]([C:8]([O:10][CH2:11][C:12]2[CH:13]=[CH:14][CH:15]=[CH:16][CH:17]=2)=[O:9])[CH2:4][CH:3]1[C:18]1[N:22]2[C:23]3[CH:29]=[CH:28][N:27]([S:30]([C:33]4[CH:34]=[CH:35][C:36]([CH3:37])=[CH:38][CH:39]=4)(=[O:32])=[O:31])[C:24]=3[N:25]=[CH:26][C:21]2=[N:20][CH:19]=1. Given the reactants [CH3:1][CH:2]1[CH2:7][CH2:6][N:5]([C:8]([O:10][CH2:11][C:12]2[CH:17]=[CH:16][CH:15]=[CH:14][CH:13]=2)=[O:9])[CH2:4][CH:3]1[C:18](=O)[CH2:19][NH:20][C:21]1[N:22]=[C:23]2[CH:29]=[CH:28][N:27]([S:30]([C:33]3[CH:39]=[CH:38][C:36]([CH3:37])=[CH:35][CH:34]=3)(=[O:32])=[O:31])[C:24]2=[N:25][CH:26]=1.COC1C=CC(P2(SP(C3C=CC(OC)=CC=3)(=S)S2)=S)=CC=1, predict the reaction product. (4) The product is: [Cl:19][C:16]([F:18])([F:17])[O:15][C:12]1[CH:13]=[CH:14][C:9]([NH:8][C:6](=[O:7])[C:5]2[CH:20]=[C:21]([C:22]3[CH:23]=[N:24][CH:25]=[N:26][CH:27]=3)[C:2]([N:32]3[CH2:33][CH2:34][C:30]([F:35])([F:29])[CH2:31]3)=[N:3][CH:4]=2)=[CH:10][CH:11]=1. Given the reactants Cl[C:2]1[C:21]([C:22]2[CH:23]=[N:24][CH:25]=[N:26][CH:27]=2)=[CH:20][C:5]([C:6]([NH:8][C:9]2[CH:14]=[CH:13][C:12]([O:15][C:16]([Cl:19])([F:18])[F:17])=[CH:11][CH:10]=2)=[O:7])=[CH:4][N:3]=1.Cl.[F:29][C:30]1([F:35])[CH2:34][CH2:33][NH:32][CH2:31]1, predict the reaction product. (5) Given the reactants [NH2:1][C:2]1[CH:3]=[CH:4][C:5]([Br:11])=[C:6]([CH:10]=1)[C:7]([OH:9])=[O:8].OS(O)(=O)=O.[CH3:17]O, predict the reaction product. The product is: [CH3:17][O:8][C:7](=[O:9])[C:6]1[CH:10]=[C:2]([NH2:1])[CH:3]=[CH:4][C:5]=1[Br:11]. (6) The product is: [NH2:55][S:52]([C:50]1[C:49]([Cl:56])=[CH:48][C:47]([NH:57][CH2:58][C:59]2[O:60][CH:61]=[CH:62][CH:63]=2)=[C:46]([CH:51]=1)[C:45]([O:44][CH2:43][O:42][C:41]([N:12]([C:13]([CH3:15])([CH3:14])[CH3:16])[CH:2]([CH3:1])[C:3]([C:5]1[CH:6]=[CH:7][CH:8]=[C:9]([Cl:11])[CH:10]=1)=[O:4])=[O:65])=[O:64])(=[O:53])=[O:54]. Given the reactants [CH3:1][CH:2]([NH:12][C:13]([CH3:16])([CH3:15])[CH3:14])[C:3]([C:5]1[CH:6]=[CH:7][CH:8]=[C:9]([Cl:11])[CH:10]=1)=[O:4].Cl.ClC1C=C(C(=O)C(NC(C)(C)C)C)C=CC=1.C(N(CC)CC)C.[C:41](Cl)(=[O:65])[O:42][CH2:43][O:44][C:45](=[O:64])[C:46]1[CH:51]=[C:50]([S:52]([NH2:55])(=[O:54])=[O:53])[C:49]([Cl:56])=[CH:48][C:47]=1[NH:57][CH2:58][C:59]1[O:60][CH:61]=[CH:62][CH:63]=1, predict the reaction product.